From a dataset of Forward reaction prediction with 1.9M reactions from USPTO patents (1976-2016). Predict the product of the given reaction. Given the reactants Cl.[CH:2]1([NH:8][OH:9])[CH2:7][CH2:6][CH2:5][CH2:4][CH2:3]1.[Cl:10][C:11]1[CH:16]=[CH:15][C:14]([S:17][C:18]2[CH:25]=[CH:24][CH:23]=[CH:22][C:19]=2[CH:20]=O)=[CH:13][CH:12]=1, predict the reaction product. The product is: [CH:2]1([N+:8]([O-:9])=[CH:20][C:19]2[CH:22]=[CH:23][CH:24]=[CH:25][C:18]=2[S:17][C:14]2[CH:15]=[CH:16][C:11]([Cl:10])=[CH:12][CH:13]=2)[CH2:7][CH2:6][CH2:5][CH2:4][CH2:3]1.